This data is from Full USPTO retrosynthesis dataset with 1.9M reactions from patents (1976-2016). The task is: Predict the reactants needed to synthesize the given product. (1) Given the product [OH:1][C:2]1[CH:7]=[CH:6][C:5]([CH2:8][CH2:9][C:10](=[O:18])[CH2:11][CH2:12][CH2:13][CH2:14][CH2:15][CH2:16][CH3:17])=[CH:4][C:3]=1[O:19][CH3:20], predict the reactants needed to synthesize it. The reactants are: [OH:1][C:2]1[CH:7]=[CH:6][C:5](/[CH:8]=[CH:9]/[C:10](=[O:18])[CH2:11][CH2:12][CH2:13][CH2:14][CH2:15][CH2:16][CH3:17])=[CH:4][C:3]=1[O:19][CH3:20].[H][H]. (2) Given the product [CH3:55][O:56][C:57](=[O:71])[C:58]1[CH:63]=[CH:62][C:61]([CH2:48][N:45]2[CH:46]=[CH:47][C:43]([NH:42][C:40](=[O:41])[C@@H:39]([C:31]3[CH:32]=[CH:33][C:34]([S:35]([CH3:38])(=[O:37])=[O:36])=[C:29]([Cl:28])[CH:30]=3)[CH2:49][CH:50]3[CH2:51][CH2:52][CH2:53][CH2:54]3)=[N:44]2)=[CH:60][CH:59]=1, predict the reactants needed to synthesize it. The reactants are: C1(P(C2C=CC=CC=2)C2C=CC=CC=2)C=CC=CC=1.BrN1C(=O)CCC1=O.[Cl:28][C:29]1[CH:30]=[C:31]([C@@H:39]([CH2:49][CH:50]2[CH2:54][CH2:53][CH2:52][CH2:51]2)[C:40]([NH:42][C:43]2[CH:47]=[CH:46][N:45]([CH3:48])[N:44]=2)=[O:41])[CH:32]=[CH:33][C:34]=1[S:35]([CH3:38])(=[O:37])=[O:36].[CH3:55][O:56][C:57](=[O:71])[C:58]1[CH:63]=[CH:62][C:61](CN2C=CC(N)=N2)=[CH:60][CH:59]=1.N1C(C)=CC=CC=1C. (3) Given the product [CH2:20]([C@H:19]1[O:3][C@@H:18]1[CH2:17][OH:24])[CH2:21][CH2:22][CH3:23], predict the reactants needed to synthesize it. The reactants are: C(OC(C)C)(=O)[C@H]([C@@H](C(OC(C)C)=O)O)[OH:3].[CH2:17]([OH:24])/[CH:18]=[CH:19]/[CH2:20][CH2:21][CH2:22][CH3:23].C(OO)(C)(C)C.C(O)(=O)[C@@H]([C@H](C(O)=O)O)O. (4) Given the product [F:1][C:2]1[CH:7]=[C:6]([N:12]2[CH2:17][CH2:16][O:15][CH2:14][CH2:13]2)[C:5]([N+:9]([O-:11])=[O:10])=[CH:4][N:3]=1, predict the reactants needed to synthesize it. The reactants are: [F:1][C:2]1[CH:7]=[C:6](F)[C:5]([N+:9]([O-:11])=[O:10])=[CH:4][N:3]=1.[NH:12]1[CH2:17][CH2:16][O:15][CH2:14][CH2:13]1.CCN(CC)CC. (5) The reactants are: [Br:1][C:2]1[CH:3]=[C:4]([N+:21]([O-])=O)[C:5]([O:17][CH2:18][CH2:19][CH3:20])=[C:6]([CH2:8][CH:9]=[CH:10][C:11]2[CH:16]=[CH:15][CH:14]=[CH:13][CH:12]=2)[CH:7]=1.BrC1C=C(C(C2C=CC=CC=2)C=C)C(OCCC)=C([N+]([O-])=O)C=1.BrC1C=C(C(C2C=CC=CC=2)C=C)C(OCCC)=C(N[C:55]([NH:57][C:58]2[CH:63]=[CH:62][C:61]([CH3:64])=[CH:60][CH:59]=2)=[O:56])C=1. Given the product [Br:1][C:2]1[CH:7]=[C:6]([CH2:8]/[CH:9]=[CH:10]/[C:11]2[CH:16]=[CH:15][CH:14]=[CH:13][CH:12]=2)[C:5]([O:17][CH2:18][CH2:19][CH3:20])=[C:4]([NH:21][C:55]([NH:57][C:58]2[CH:63]=[CH:62][C:61]([CH3:64])=[CH:60][CH:59]=2)=[O:56])[CH:3]=1, predict the reactants needed to synthesize it.